The task is: Predict which catalyst facilitates the given reaction.. This data is from Catalyst prediction with 721,799 reactions and 888 catalyst types from USPTO. Reactant: [F:1][CH:2]([F:6])[C:3](O)=[O:4].Cl.[NH2:8][CH2:9][CH:10]1[O:14][C:13](=[O:15])[N:12]([C:16]2[CH:21]=[CH:20][C:19]([N:22]3[CH:27]=[CH:26][C:25](=[O:28])[CH2:24][CH2:23]3)=[C:18]([F:29])[CH:17]=2)[CH2:11]1.N1C=CC=CC=1.C(N=C=NC(C)C)(C)C. Product: [F:29][C:18]1[CH:17]=[C:16]([N:12]2[CH2:11][CH:10]([CH2:9][NH:8][C:3](=[O:4])[CH:2]([F:6])[F:1])[O:14][C:13]2=[O:15])[CH:21]=[CH:20][C:19]=1[N:22]1[CH:23]=[CH:24][C:25](=[O:28])[CH2:26][CH2:27]1. The catalyst class is: 3.